This data is from Catalyst prediction with 721,799 reactions and 888 catalyst types from USPTO. The task is: Predict which catalyst facilitates the given reaction. (1) Reactant: I[C:2]1[CH:7]=[CH:6][N:5]=[C:4]2[N:8]([C:11]3[CH:16]=[CH:15][CH:14]=[CH:13][C:12]=3[C:17]([F:20])([F:19])[F:18])[N:9]=[CH:10][C:3]=12.CC1(C)C(C)(C)[O:25][B:24](B2OC(C)(C)C(C)(C)O2)[O:23]1.C([O-])(=O)C.[K+].C(Cl)Cl. Product: [F:18][C:17]([F:20])([F:19])[C:12]1[CH:13]=[CH:14][CH:15]=[CH:16][C:11]=1[N:8]1[C:4]2=[N:5][CH:6]=[CH:7][C:2]([B:24]([OH:25])[OH:23])=[C:3]2[CH:10]=[N:9]1. The catalyst class is: 16. (2) Reactant: [CH3:1][C:2]([Si:5]([C:32]1[CH:37]=[CH:36][CH:35]=[CH:34][CH:33]=1)([C:26]1[CH:31]=[CH:30][CH:29]=[CH:28][CH:27]=1)[O:6][CH2:7][C@@H:8]([NH:15][C:16](=[O:25])[O:17][CH2:18][C:19]1[CH:24]=[CH:23][CH:22]=[CH:21][CH:20]=1)[CH2:9][CH:10]1[CH2:12][CH:11]1[CH2:13]O)([CH3:4])[CH3:3].S(Cl)(C)(=O)=O.[H-].[Na+]. Product: [CH3:3][C:2]([Si:5]([C:32]1[CH:33]=[CH:34][CH:35]=[CH:36][CH:37]=1)([C:26]1[CH:31]=[CH:30][CH:29]=[CH:28][CH:27]=1)[O:6][CH2:7][C@@H:8]1[CH2:9][C@H:10]2[C@H:11]([CH2:12]2)[CH2:13][N:15]1[C:16]([O:17][CH2:18][C:19]1[CH:20]=[CH:21][CH:22]=[CH:23][CH:24]=1)=[O:25])([CH3:4])[CH3:1]. The catalyst class is: 59. (3) The catalyst class is: 179. Product: [N:26]([C:2]1[N:3]=[C:4]([N:13]2[CH2:18][CH2:17][N:16]([C:19]([O:21][C:22]([CH3:25])([CH3:24])[CH3:23])=[O:20])[CH2:15][CH2:14]2)[C:5]2[CH:10]=[C:9]([CH2:11][CH3:12])[S:8][C:6]=2[N:7]=1)=[N+:27]=[N-:28]. Reactant: Cl[C:2]1[N:3]=[C:4]([N:13]2[CH2:18][CH2:17][N:16]([C:19]([O:21][C:22]([CH3:25])([CH3:24])[CH3:23])=[O:20])[CH2:15][CH2:14]2)[C:5]2[CH:10]=[C:9]([CH2:11][CH3:12])[S:8][C:6]=2[N:7]=1.[N-:26]=[N+:27]=[N-:28].[Na+]. (4) Reactant: O=C1C2C(=CC=CC=2)C(=O)[N:3]1[CH2:12][C@@H:13]([NH:25][C:26]([C:28]1[S:29][CH:30]=[C:31]([C:33]2[N:37]([CH3:38])[N:36]=[CH:35][C:34]=2[C:39]2[CH:44]=[CH:43][CH:42]=[CH:41][CH:40]=2)[CH:32]=1)=[O:27])[CH2:14][C:15]1[CH:20]=[CH:19][CH:18]=[CH:17][C:16]=1[C:21]([F:24])([F:23])[F:22].NN. Product: [NH2:3][CH2:12][C@@H:13]([NH:25][C:26]([C:28]1[S:29][CH:30]=[C:31]([C:33]2[N:37]([CH3:38])[N:36]=[CH:35][C:34]=2[C:39]2[CH:44]=[CH:43][CH:42]=[CH:41][CH:40]=2)[CH:32]=1)=[O:27])[CH2:14][C:15]1[CH:20]=[CH:19][CH:18]=[CH:17][C:16]=1[C:21]([F:24])([F:23])[F:22]. The catalyst class is: 36. (5) Reactant: [Cl:1][C:2]1[CH:7]=[CH:6][C:5]([NH:8][C:9]([NH:11][C:12]2[CH:17]=[CH:16][C:15]([O:18][C:19]3[CH:24]=[CH:23][N:22]=[C:21](S(C)(=O)=O)[N:20]=3)=[CH:14][C:13]=2[Cl:29])=[O:10])=[CH:4][C:3]=1[C:30]([F:33])([F:32])[F:31].[NH2:34][CH2:35][CH2:36][CH2:37][OH:38]. Product: [Cl:29][C:13]1[CH:14]=[C:15]([O:18][C:19]2[CH:24]=[CH:23][N:22]=[C:21]([NH:34][CH2:35][CH2:36][CH2:37][OH:38])[N:20]=2)[CH:16]=[CH:17][C:12]=1[NH:11][C:9]([NH:8][C:5]1[CH:6]=[CH:7][C:2]([Cl:1])=[C:3]([C:30]([F:33])([F:32])[F:31])[CH:4]=1)=[O:10]. The catalyst class is: 1. (6) Reactant: [C:1]([C:5]1[CH:6]=[C:7]([NH:20][C:21]([NH:23][CH2:24][C:25]2[CH:30]=[CH:29][C:28]([C:31]3[N:35]4[CH:36]=[CH:37][C:38]([C:40]5[CH:45]=[CH:44][C:43]([S:46]([CH3:49])(=[O:48])=[O:47])=[CH:42][CH:41]=5)=[CH:39][C:34]4=[N:33][CH:32]=3)=[CH:27][CH:26]=2)=[O:22])[N:8]([CH2:10][CH2:11][O:12][Si](C(C)(C)C)(C)C)[N:9]=1)([CH3:4])([CH3:3])[CH3:2].CCCC[N+](CCCC)(CCCC)CCCC.[F-]. Product: [C:1]([C:5]1[CH:6]=[C:7]([NH:20][C:21]([NH:23][CH2:24][C:25]2[CH:26]=[CH:27][C:28]([C:31]3[N:35]4[CH:36]=[CH:37][C:38]([C:40]5[CH:41]=[CH:42][C:43]([S:46]([CH3:49])(=[O:47])=[O:48])=[CH:44][CH:45]=5)=[CH:39][C:34]4=[N:33][CH:32]=3)=[CH:29][CH:30]=2)=[O:22])[N:8]([CH2:10][CH2:11][OH:12])[N:9]=1)([CH3:4])([CH3:2])[CH3:3]. The catalyst class is: 1.